Dataset: Catalyst prediction with 721,799 reactions and 888 catalyst types from USPTO. Task: Predict which catalyst facilitates the given reaction. Reactant: Br[C:2]1[CH:3]=[C:4]([C:9]2[N:10]=[C:11]([CH:21]([CH3:23])[CH3:22])[NH:12][C:13]=2[C:14]2[CH:19]=[CH:18][CH:17]=[C:16]([CH3:20])[N:15]=2)[CH:5]=[CH:6][C:7]=1[F:8].[CH2:24]([N:26]1[CH:30]=[C:29](B2OC(C)(C)C(C)(C)O2)[CH:28]=[N:27]1)[CH3:25].O. Product: [CH2:24]([N:26]1[CH:30]=[C:29]([C:2]2[CH:3]=[C:4]([C:9]3[N:10]=[C:11]([CH:21]([CH3:23])[CH3:22])[NH:12][C:13]=3[C:14]3[CH:19]=[CH:18][CH:17]=[C:16]([CH3:20])[N:15]=3)[CH:5]=[CH:6][C:7]=2[F:8])[CH:28]=[N:27]1)[CH3:25]. The catalyst class is: 57.